The task is: Predict the reactants needed to synthesize the given product.. This data is from Full USPTO retrosynthesis dataset with 1.9M reactions from patents (1976-2016). (1) Given the product [C:1]([NH:4][CH2:5][C:6]1[CH:15]=[CH:14][C:13]2[C:8](=[CH:9][CH:10]=[C:11]([CH2:16][C:17]3[CH:18]=[C:19]([CH:24]=[CH:25][N:26]=3)[C:20]([OH:22])=[O:21])[CH:12]=2)[N:7]=1)(=[O:3])[CH3:2], predict the reactants needed to synthesize it. The reactants are: [C:1]([NH:4][CH2:5][C:6]1[CH:15]=[CH:14][C:13]2[C:8](=[CH:9][CH:10]=[C:11]([CH2:16][C:17]3[CH:18]=[C:19]([CH:24]=[CH:25][N:26]=3)[C:20]([O:22]C)=[O:21])[CH:12]=2)[N:7]=1)(=[O:3])[CH3:2].O[Li].O.Cl. (2) Given the product [CH3:33][C:5]1([C:3]([OH:4])=[O:2])[O:6][CH2:7][CH:8]([CH2:11][C:12]2[CH:13]=[CH:14][C:15]([O:18][CH2:19][CH2:20][C:21]3[N:22]=[C:23]([C:27]4[CH:28]=[CH:29][CH:30]=[CH:31][CH:32]=4)[O:24][C:25]=3[CH3:26])=[CH:16][CH:17]=2)[CH2:9][O:10]1, predict the reactants needed to synthesize it. The reactants are: C[O:2][C:3]([C:5]1([CH3:33])[O:10][CH2:9][CH:8]([CH2:11][C:12]2[CH:17]=[CH:16][C:15]([O:18][CH2:19][CH2:20][C:21]3[N:22]=[C:23]([C:27]4[CH:32]=[CH:31][CH:30]=[CH:29][CH:28]=4)[O:24][C:25]=3[CH3:26])=[CH:14][CH:13]=2)[CH2:7][O:6]1)=[O:4].[OH-].[Na+]. (3) Given the product [Cl:23][C:24]1[CH:29]=[CH:28][C:27]([CH2:30][S:31]([NH:34][C:20]([CH:18]2[CH2:19][N:16]([C:4]3[C:3]([C:1]#[N:2])=[CH:8][C:7]([C:9]([O:11][CH2:12][CH3:13])=[O:10])=[C:6]([CH2:14][F:15])[N:5]=3)[CH2:17]2)=[O:21])(=[O:32])=[O:33])=[CH:26][CH:25]=1, predict the reactants needed to synthesize it. The reactants are: [C:1]([C:3]1[C:4]([N:16]2[CH2:19][CH:18]([C:20](O)=[O:21])[CH2:17]2)=[N:5][C:6]([CH2:14][F:15])=[C:7]([C:9]([O:11][CH2:12][CH3:13])=[O:10])[CH:8]=1)#[N:2].[Cl:23][C:24]1[CH:29]=[CH:28][C:27]([CH2:30][S:31]([NH2:34])(=[O:33])=[O:32])=[CH:26][CH:25]=1. (4) Given the product [NH2:24][C:19]1[CH:20]=[N:21][CH:22]=[CH:23][C:18]=1[N:12]1[CH2:13][C@H:14]([CH:15]2[CH2:17][CH2:16]2)[C@@H:9]([O:8][Si:1]([C:4]([CH3:7])([CH3:5])[CH3:6])([CH3:3])[CH3:2])[C@H:10]([NH:27][C:28](=[O:34])[O:29][C:30]([CH3:33])([CH3:32])[CH3:31])[CH2:11]1, predict the reactants needed to synthesize it. The reactants are: [Si:1]([O:8][C@@H:9]1[C@@H:14]([CH:15]2[CH2:17][CH2:16]2)[CH2:13][N:12]([C:18]2[CH:23]=[CH:22][N:21]=[CH:20][C:19]=2[N+:24]([O-])=O)[CH2:11][C@H:10]1[NH:27][C:28](=[O:34])[O:29][C:30]([CH3:33])([CH3:32])[CH3:31])([C:4]([CH3:7])([CH3:6])[CH3:5])([CH3:3])[CH3:2]. (5) Given the product [C:20]([C:6]1[CH:7]=[C:8]2[C:3](=[CH:4][CH:5]=1)[C:2]([C:23]#[N:24])=[C:11]([O:12][C@H:13]1[CH2:14][CH2:15][C@@H:16]([CH3:19])[CH2:17][CH2:18]1)[CH:10]=[CH:9]2)(=[O:22])[CH3:21], predict the reactants needed to synthesize it. The reactants are: I[C:2]1[C:11]([O:12][C@H:13]2[CH2:18][CH2:17][C@@H:16]([CH3:19])[CH2:15][CH2:14]2)=[CH:10][CH:9]=[C:8]2[C:3]=1[CH:4]=[CH:5][C:6]([C:20](=[O:22])[CH3:21])=[CH:7]2.[C:23]([Cu])#[N:24]. (6) The reactants are: [Cl:1][C:2]1[CH:7]=[C:6]([OH:8])[CH:5]=[CH:4][N:3]=1.[H-].[Na+].[Cl:11][C:12]1[C:13](F)=[CH:14][C:15]([F:21])=[C:16]([N+:18]([O-:20])=[O:19])[CH:17]=1. Given the product [Cl:1][C:2]1[CH:7]=[C:6]([O:8][C:13]2[CH:14]=[C:15]([F:21])[C:16]([N+:18]([O-:20])=[O:19])=[CH:17][C:12]=2[Cl:11])[CH:5]=[CH:4][N:3]=1, predict the reactants needed to synthesize it. (7) Given the product [OH2:8].[ClH:69].[C:33]([N:41]1[CH2:46][CH2:45][CH2:44][C:43]([CH2:47][CH2:48][CH2:49][N:22]2[CH2:23][CH2:24][C:19]([CH2:12][C:13]3[CH:18]=[CH:17][CH:16]=[CH:15][CH:14]=3)([C:25]([N:27]3[CH2:31][CH2:30][CH2:29][CH2:28]3)=[O:26])[CH2:20][CH2:21]2)([C:63]2[CH:68]=[CH:67][C:66]([Cl:69])=[C:65]([Cl:70])[CH:64]=2)[CH2:42]1)(=[O:40])[C:34]1[CH:35]=[CH:36][CH:37]=[CH:38][CH:39]=1.[C:33]([N:41]1[CH2:46][CH2:45][CH2:44][C:43]([C:63]2[CH:68]=[CH:67][C:66]([Cl:69])=[C:65]([Cl:70])[CH:64]=2)([CH2:47][CH2:48][CH2:49][N:50]2[CH2:51][CH2:52][C:53]([C:56]([N:58]3[CH2:59][CH2:60][CH2:61][CH2:62]3)=[O:57])([CH2:11][C:1]3[CH:6]=[CH:5][CH:4]=[CH:3][CH:2]=3)[CH2:54][CH2:55]2)[CH2:42]1)(=[O:40])[C:34]1[CH:39]=[CH:38][CH:37]=[CH:36][CH:35]=1.[ClH:32], predict the reactants needed to synthesize it. The reactants are: [C:1]1([CH3:11])[CH:6]=[CH:5][C:4](S(O)(=O)=[O:8])=[CH:3][CH:2]=1.[CH2:12]([C:19]1([C:25]([N:27]2[CH2:31][CH2:30][CH2:29][CH2:28]2)=[O:26])[CH2:24][CH2:23][NH:22][CH2:21][CH2:20]1)[C:13]1[CH:18]=[CH:17][CH:16]=[CH:15][CH:14]=1.[ClH:32].[C:33]([N:41]1[CH2:46][CH2:45][CH2:44][C:43]([C:63]2[CH:68]=[CH:67][C:66]([Cl:69])=[C:65]([Cl:70])[CH:64]=2)([CH2:47][CH2:48][CH2:49][N:50]2[CH2:55][CH2:54][CH:53]([C:56]([N:58]3[CH2:62][CH2:61][CH2:60][CH2:59]3)=[O:57])[CH2:52][CH2:51]2)[CH2:42]1)(=[O:40])[C:34]1[CH:39]=[CH:38][CH:37]=[CH:36][CH:35]=1.C([O-])([O-])=O.[K+].[K+].Cl. (8) Given the product [C:33]([C@@H:32]([NH:31][C:26]([C:22]1[C:23]([CH3:25])=[CH:24][C:19]([C:15]2[CH:16]=[CH:17][CH:18]=[C:13]([NH:12][S:9]([C:5]3[CH:6]=[C:7]([CH3:8])[C:2]([Cl:1])=[CH:3][C:4]=3[CH3:30])(=[O:10])=[O:11])[CH:14]=2)=[CH:20][C:21]=1[CH3:29])=[O:27])[CH2:36][OH:37])(=[O:34])[NH2:35], predict the reactants needed to synthesize it. The reactants are: [Cl:1][C:2]1[C:7]([CH3:8])=[CH:6][C:5]([S:9]([NH:12][C:13]2[CH:14]=[C:15]([C:19]3[CH:24]=[C:23]([CH3:25])[C:22]([C:26](O)=[O:27])=[C:21]([CH3:29])[CH:20]=3)[CH:16]=[CH:17][CH:18]=2)(=[O:11])=[O:10])=[C:4]([CH3:30])[CH:3]=1.[NH2:31][C@@H:32]([CH2:36][OH:37])[C:33]([NH2:35])=[O:34]. (9) Given the product [OH:25][C:24]1[C:19](=[O:18])[NH:20][CH:21]=[C:22]([S:27][CH2:28][C:29]2[CH:34]=[CH:33][CH:32]=[CH:31][C:30]=2[CH3:35])[CH:23]=1, predict the reactants needed to synthesize it. The reactants are: C(SC1C=C(O)C(=O)NC=1)C1C=CC=CC=1.C[O:18][C:19]1[C:24]([O:25]C)=[CH:23][C:22]([S:27][CH2:28][C:29]2[CH:34]=[CH:33][CH:32]=[CH:31][C:30]=2[CH3:35])=[CH:21][N:20]=1.